From a dataset of Forward reaction prediction with 1.9M reactions from USPTO patents (1976-2016). Predict the product of the given reaction. (1) Given the reactants O.[NH2:2][NH2:3].Cl[C:5]1[C:10]([C:11]([O:13][CH2:14][CH3:15])=[O:12])=[CH:9][N:8]=[C:7]([S:16][CH3:17])[N:6]=1, predict the reaction product. The product is: [NH:2]([C:5]1[C:10]([C:11]([O:13][CH2:14][CH3:15])=[O:12])=[CH:9][N:8]=[C:7]([S:16][CH3:17])[N:6]=1)[NH2:3]. (2) Given the reactants [NH2:1][C:2]1[N:7]=[C:6]([C:8]2[O:9][CH:10]=[C:11]([Br:13])[CH:12]=2)[C:5]([C:14]#[N:15])=[C:4](S(C)=O)[N:3]=1.Cl.Cl.[CH3:21][C:22]1[CH:23]=[CH:24][C:25]([CH2:28][NH2:29])=[N:26][CH:27]=1.C1CCN2C(=NCCC2)CC1, predict the reaction product. The product is: [NH2:1][C:2]1[N:7]=[C:6]([C:8]2[O:9][CH:10]=[C:11]([Br:13])[CH:12]=2)[C:5]([C:14]#[N:15])=[C:4]([NH:29][CH2:28][C:25]2[CH:24]=[CH:23][C:22]([CH3:21])=[CH:27][N:26]=2)[N:3]=1. (3) Given the reactants [S:1](=O)(=O)(O)O.Cl[CH:7]([CH2:11][C:12]1[CH:17]=[CH:16][C:15]([CH2:18][CH2:19][O:20][C:21]2[CH:26]=[CH:25][C:24]([O:27][S:28]([CH3:31])(=[O:30])=[O:29])=[CH:23][CH:22]=2)=[CH:14][CH:13]=1)[C:8]([O-:10])=[O:9].[NH4+].C(OC)(OC)OC.C(O[CH2:49][CH2:50][C:51]1[CH:56]=[CH:55][C:54]([OH:57])=[CH:53][CH:52]=1)(=S)C1C=CC=CC=1.C[O-].[Na+].[C:61]([NH2:65])([CH3:64])([CH3:63])[CH3:62], predict the reaction product. The product is: [OH:57][C:54]1[CH:55]=[CH:56][C:51]([CH2:50][CH2:49][S:1][C@@H:7]([CH2:11][C:12]2[CH:17]=[CH:16][C:15]([CH2:18][CH2:19][O:20][C:21]3[CH:26]=[CH:25][C:24]([O:27][S:28]([CH3:31])(=[O:30])=[O:29])=[CH:23][CH:22]=3)=[CH:14][CH:13]=2)[C:8]([O-:10])=[O:9])=[CH:52][CH:53]=1.[C:61]([NH3+:65])([CH3:64])([CH3:63])[CH3:62]. (4) Given the reactants Cl.[S:2]1[C:10]2[CH2:9][CH2:8][NH:7][CH2:6][C:5]=2[CH:4]=[C:3]1[CH:11]=[O:12].[C:13](Cl)(=[O:15])[CH3:14], predict the reaction product. The product is: [C:13]([N:7]1[CH2:8][CH2:9][C:10]2[S:2][C:3]([CH:11]=[O:12])=[CH:4][C:5]=2[CH2:6]1)(=[O:15])[CH3:14]. (5) Given the reactants P(Cl)(Cl)(Cl)(Cl)Cl.[Cl:7][S:8]([OH:11])(=O)=[O:9].[CH2:12]([C:14]1[C:15](=[O:26])[NH:16][C:17]([CH3:25])=[C:18]([C:20]2[S:21][CH:22]=[CH:23][CH:24]=2)[CH:19]=1)[CH3:13], predict the reaction product. The product is: [CH2:12]([C:14]1[C:15](=[O:26])[NH:16][C:17]([CH3:25])=[C:18]([C:20]2[S:21][C:22]([S:8]([Cl:7])(=[O:11])=[O:9])=[CH:23][CH:24]=2)[CH:19]=1)[CH3:13].